This data is from Full USPTO retrosynthesis dataset with 1.9M reactions from patents (1976-2016). The task is: Predict the reactants needed to synthesize the given product. (1) Given the product [Cl:1][C:2]1[CH:3]=[CH:8][C:9]([NH:12][C:13]2[CH:18]=[N:17][CH:16]=[C:15]([Cl:19])[N:14]=2)=[CH:10][C:11]=1[C:93]([OH:88])([CH3:92])[CH3:21], predict the reactants needed to synthesize it. The reactants are: [Cl:1][C:2]1[CH:11]=[CH:10][C:9]([NH:12][C:13]2[CH:18]=[N:17][CH:16]=[C:15]([Cl:19])[N:14]=2)=[CH:8][C:3]=1C(OC)=O.Cl[C:21]1C=NC=C(Cl)N=1.NC1C=CC(Cl)=C(C=1)C(OC)=O.CC1(C)C2C(=C(P(C3C=CC=CC=3)C3C=CC=CC=3)C=CC=2)OC2C(P(C3C=CC=CC=3)C3C=CC=CC=3)=CC=CC1=2.C(=O)([O-])[O-].[K+].[K+].[O:88]1[CH2:93][CH2:92]OCC1. (2) Given the product [CH3:9][NH:8][C:6]1[N:7]=[C:2]([NH:17][CH2:16][C:15]([F:22])([F:14])[C:18]([F:21])([F:20])[F:19])[N:3]=[C:4]([NH:10][CH2:11][C:12]#[CH:13])[N:5]=1, predict the reactants needed to synthesize it. The reactants are: Cl[C:2]1[N:7]=[C:6]([NH:8][CH3:9])[N:5]=[C:4]([NH:10][CH2:11][C:12]#[CH:13])[N:3]=1.[F:14][C:15]([F:22])([C:18]([F:21])([F:20])[F:19])[CH2:16][NH2:17].C(NC1N=C(NC)N=C(NCC#C)N=1)C. (3) The reactants are: N[C:2]1[CH:11]=[C:10]2[C:5]([C:6]([NH:12][C:13]3[CH:18]=[CH:17][CH:16]=[C:15]([Br:19])[CH:14]=3)=[N:7][CH:8]=[N:9]2)=[CH:4][CH:3]=1.[CH2:20]([N:22](CC)CC)[CH3:21].N1C=CC=CC=1.CNC.ClCC[S:39](Cl)(=[O:41])=[O:40]. Given the product [Br:19][C:15]1[CH:14]=[C:13]([NH:12][C:6]2[C:5]3[C:10](=[CH:11][C:2]([CH:21]=[CH:20][NH:22][SH:39](=[O:41])=[O:40])=[CH:3][CH:4]=3)[N:9]=[CH:8][N:7]=2)[CH:18]=[CH:17][CH:16]=1, predict the reactants needed to synthesize it. (4) Given the product [CH2:1]([S:3][CH2:4][C:5]([C:9]1[NH:10][C:11]2[C:16]([CH:17]=1)=[CH:15][C:14]([N+:18]([O-:20])=[O:19])=[C:13]([C:21]([F:23])([F:22])[F:24])[CH:12]=2)([O:7][CH3:8])[CH3:6])[CH3:2], predict the reactants needed to synthesize it. The reactants are: [CH2:1]([S:3][CH2:4][C:5]([C:9]1[N:10](S(C)(=O)=O)[C:11]2[C:16]([CH:17]=1)=[CH:15][C:14]([N+:18]([O-:20])=[O:19])=[C:13]([C:21]([F:24])([F:23])[F:22])[CH:12]=2)([O:7][CH3:8])[CH3:6])[CH3:2].[OH-].[Na+]. (5) The reactants are: C(OC([CH:8]1[C:16](=[O:17])[CH2:15][CH2:14][C:13]2[N:9]1[C:10]1[CH:21]=[CH:20][CH:19]=[N:18][C:11]=1[CH:12]=2)=O)(C)(C)C. Given the product [N:18]1[C:11]2[CH:12]=[C:13]3[N:9]([C:10]=2[CH:21]=[CH:20][CH:19]=1)[CH2:8][C:16](=[O:17])[CH2:15][CH2:14]3, predict the reactants needed to synthesize it.